Dataset: Forward reaction prediction with 1.9M reactions from USPTO patents (1976-2016). Task: Predict the product of the given reaction. (1) Given the reactants [C:1]([O:5][C:6](=[O:19])[NH:7][C:8]1[CH:13]=[C:12]([N:14]([CH3:16])[CH3:15])[C:11]([Cl:17])=[CH:10][C:9]=1[NH2:18])([CH3:4])([CH3:3])[CH3:2].C([O:24][C:25](=O)[CH2:26][C:27]([C:29]1[CH:34]=[CH:33][CH:32]=[C:31]([C:35]2[N:36]([CH3:48])[N:37]=[C:38]([CH2:40][O:41][CH:42]3[CH2:47][CH2:46][CH2:45][CH2:44][O:43]3)[CH:39]=2)[CH:30]=1)=[O:28])(C)(C)C, predict the reaction product. The product is: [C:1]([O:5][C:6](=[O:19])[NH:7][C:8]1[CH:13]=[C:12]([N:14]([CH3:16])[CH3:15])[C:11]([Cl:17])=[CH:10][C:9]=1[NH:18][C:25](=[O:24])[CH2:26][C:27]([C:29]1[CH:34]=[CH:33][CH:32]=[C:31]([C:35]2[N:36]([CH3:48])[N:37]=[C:38]([CH2:40][O:41][CH:42]3[CH2:47][CH2:46][CH2:45][CH2:44][O:43]3)[CH:39]=2)[CH:30]=1)=[O:28])([CH3:4])([CH3:2])[CH3:3]. (2) Given the reactants [Cl:1][C:2]1[CH:3]=[C:4]([C@@H:8]2[C@@H:13]([C:14]3[CH:19]=[CH:18][C:17]([Cl:20])=[CH:16][CH:15]=3)[N:12]([CH2:21][CH:22]3[CH2:24][CH2:23]3)[C:11](=[O:25])[C@@H:10]([CH2:26][C:27]([NH:29][NH2:30])=[O:28])[CH2:9]2)[CH:5]=[CH:6][CH:7]=1.Cl.[CH:32](=N)OCC, predict the reaction product. The product is: [O:28]1[CH:32]=[N:30][N:29]=[C:27]1[CH2:26][C@H:10]1[CH2:9][C@H:8]([C:4]2[CH:5]=[CH:6][CH:7]=[C:2]([Cl:1])[CH:3]=2)[C@@H:13]([C:14]2[CH:19]=[CH:18][C:17]([Cl:20])=[CH:16][CH:15]=2)[N:12]([CH2:21][CH:22]2[CH2:23][CH2:24]2)[C:11]1=[O:25]. (3) Given the reactants [Br:1][C:2]1[C:7]([CH3:8])=[CH:6][C:5]([S:9][CH:10]([C:18]2[CH:26]=[CH:25][C:21]([C:22](O)=[O:23])=[CH:20][CH:19]=2)[CH2:11][CH2:12][CH2:13][C:14]([F:17])([F:16])[F:15])=[CH:4][C:3]=1[CH3:27].ClC1N=C(OC)N=C(OC)N=1.CN1CCOCC1.Cl.[CH2:47]([O:49][C:50](=[O:54])[CH2:51][CH2:52][NH2:53])[CH3:48], predict the reaction product. The product is: [CH2:47]([O:49][C:50](=[O:54])[CH2:51][CH2:52][NH:53][C:22](=[O:23])[C:21]1[CH:25]=[CH:26][C:18]([CH:10]([S:9][C:5]2[CH:6]=[C:7]([CH3:8])[C:2]([Br:1])=[C:3]([CH3:27])[CH:4]=2)[CH2:11][CH2:12][CH2:13][C:14]([F:17])([F:15])[F:16])=[CH:19][CH:20]=1)[CH3:48]. (4) The product is: [C:12]([O:15][C:16](=[O:17])[CH:8]([C:9]#[N:10])[C:3]1[CH:4]=[CH:5][CH:6]=[CH:7][C:2]=1[F:1])([CH3:14])([CH3:13])[CH3:11]. Given the reactants [F:1][C:2]1[CH:7]=[CH:6][CH:5]=[CH:4][C:3]=1[CH2:8][C:9]#[N:10].[CH3:11][C:12]([O:15][C:16](O[C:16]([O:15][C:12]([CH3:14])([CH3:13])[CH3:11])=[O:17])=[O:17])([CH3:14])[CH3:13].[Li+].CC([N-]C(C)C)C, predict the reaction product. (5) Given the reactants [CH:1]([O:4][C:5]([N:7]1[CH2:12][CH2:11][CH:10]([CH2:13][O:14][C:15]2[CH:20]=[CH:19][C:18](B3OC(C)(C)C(C)(C)O3)=[CH:17][N:16]=2)[CH2:9][CH2:8]1)=[O:6])([CH3:3])[CH3:2].[C:30]([O:34][C:35]([NH:37][C@H:38]([C:55]([N:57]1[CH2:61][CH2:60][C@H:59]([F:62])[CH2:58]1)=[O:56])[CH2:39][C:40]1[CH:45]=[CH:44][C:43](OS(C(F)(F)F)(=O)=O)=[CH:42][C:41]=1[F:54])=[O:36])([CH3:33])([CH3:32])[CH3:31], predict the reaction product. The product is: [CH:1]([O:4][C:5]([N:7]1[CH2:8][CH2:9][CH:10]([CH2:13][O:14][C:15]2[CH:20]=[CH:19][C:18]([C:43]3[CH:44]=[CH:45][C:40]([CH2:39][C@H:38]([NH:37][C:35]([O:34][C:30]([CH3:32])([CH3:31])[CH3:33])=[O:36])[C:55]([N:57]4[CH2:61][CH2:60][C@H:59]([F:62])[CH2:58]4)=[O:56])=[C:41]([F:54])[CH:42]=3)=[CH:17][N:16]=2)[CH2:11][CH2:12]1)=[O:6])([CH3:2])[CH3:3].